The task is: Binary Classification. Given a miRNA mature sequence and a target amino acid sequence, predict their likelihood of interaction.. This data is from Experimentally validated miRNA-target interactions with 360,000+ pairs, plus equal number of negative samples. (1) The miRNA is hsa-miR-6802-3p with sequence UUCACCCCUCUCACCUAAGCAG. The protein sequence of the target gene is MERPLCSHLCSCLAMLALLSPLSLAQYDSWPHYPEYFQQPAPEYHQPQAPANVAKIQLRLAGQKRKHSEGRVEVYYDGQWGTVCDDDFSIHAAHVVCRELGYVEAKSWTASSSYGKGEGPIWLDNLHCTGNEATLAACTSNGWGVTDCKHTEDVGVVCSDKRIPGFKFDNSLINQIENLNIQVEDIRIRAILSTYRKRTPVMEGYVEVKEGKTWKQICDKHWTAKNSRVVCGMFGFPGERTYNTKVYKMFASRRKQRYWPFSMDCTGTEAHISSCKLGPQVSLDPMKNVTCENGLPAVVS.... Result: 0 (no interaction). (2) The miRNA is hsa-miR-4274 with sequence CAGCAGUCCCUCCCCCUG. The protein sequence of the target gene is MDHHVSTIKPRRIQNQNVIHRLERRRISSGKAGTHWHQVRVFHQNVFPNFTVVNVEKPPCFLRKFSPDGRYFIAFSSDQTSLEIYEYQGCQAAEDLLQGYEGEILSNGNDQRSVNIRGRLFERFFVLLHITNVAANGEHLNRECSLFTDDCRCVIVGSAAYLPDEPHPPFFEVYRNSESVTPNPRSPLEDYSLHIIDLHTGRLCDTRTFKCDKVVLSHNQGLYLYKNILAILSVQQQTIHVFQVTPEGTFIDVRTIGRFCYEDDLLTVSAVFPEVQRDSQTGMANPFRDPFINSLKHRLL.... Result: 0 (no interaction). (3) The miRNA is rno-miR-15b-5p with sequence UAGCAGCACAUCAUGGUUUACA. The protein sequence of the target gene is METSAPRAGSQVVATTARHSAAYRADPLRVSSRDKLTEMAASSQGNFEGNFESLDLAEFAKKQPWWRKLFGQESGPSAEKYSVATQLFIGGVTGWCTGFIFQKVGKLAATAVGGGFFLLQLANHTGYIKVDWQRVEKDMKKAKEQLKIRKSNQIPTEVRSKAEEVVSFVKKNVLVTGGFFGGFLLGMAS. Result: 0 (no interaction). (4) The miRNA is hsa-miR-6891-3p with sequence CCCUCAUCUUCCCCUCCUUUC. The protein sequence of the target gene is MVMEKPSPLLVGREFVRQYYTLLNKAPEYLHRFYGRNSSYVHGGVDASGKPQEAVYGQNDIHHKVLSLNFSECHTKIRHVDAHATLSDGVVVQVMGLLSNSGQPERKFMQTFVLAPEGSVPNKFYVHNDMFRYEDEVFGDSEPELDEESEDEVEEEQEERQPSPEPVQENANSGYYEAHPVTNGIEEPLEESSHEPEPEPESETKTEELKPQVEEKNLEELEEKSTTPPPAEPVSLPQEPPKAFSWASVTSKNLPPSGTVSSSGIPPHVKAPVSQPRVEAKPEVQSQPPRVREQRPRERP.... Result: 0 (no interaction).